Predict the reactants needed to synthesize the given product. From a dataset of Full USPTO retrosynthesis dataset with 1.9M reactions from patents (1976-2016). (1) Given the product [F:8][C:7]1[CH:6]=[CH:5][C:4]([C:9]2[N:13]3[CH:14]=[CH:15][C:16]([C:18]([OH:21])([CH3:20])[CH3:19])=[N:17][C:12]3=[N:11][CH:10]=2)=[CH:3][C:2]=1[C:24]1[CH:23]=[N:22][CH:27]=[CH:26][CH:25]=1, predict the reactants needed to synthesize it. The reactants are: Cl[C:2]1[CH:3]=[C:4]([C:9]2[N:13]3[CH:14]=[CH:15][C:16]([C:18]([OH:21])([CH3:20])[CH3:19])=[N:17][C:12]3=[N:11][CH:10]=2)[CH:5]=[CH:6][C:7]=1[F:8].[N:22]1[CH:27]=[CH:26][CH:25]=[C:24](B(O)O)[CH:23]=1.O1BOBOB1.[O-]P([O-])([O-])=O.[K+].[K+].[K+].[OH-].[Na+]. (2) Given the product [CH3:1][C:2]1[N:3]=[CH:4][S:5][C:6]=1/[CH:7]=[CH:8]/[C:9]1[C:17]2[C:12](=[CH:13][C:14]([CH:18]=[O:19])=[CH:15][CH:16]=2)[NH:11][N:10]=1, predict the reactants needed to synthesize it. The reactants are: [CH3:1][C:2]1[N:3]=[CH:4][S:5][C:6]=1/[CH:7]=[CH:8]/[C:9]1[C:17]2[C:12](=[CH:13][C:14]([CH:18]=[O:19])=[CH:15][CH:16]=2)[N:11](COCC[Si](C)(C)C)[N:10]=1.[F-].C([N+](CCCC)(CCCC)CCCC)CCC. (3) The reactants are: [C:1]([C:4]1[S:12][C:11]2[C:10]([N:13]3[CH2:18][CH2:17][CH:16]([CH2:19][CH2:20][NH:21][C:22]([C:24]4[S:28][C:27]([C:29]([O:31]C(C)(C)C)=[O:30])=[CH:26][CH:25]=4)=[O:23])[CH2:15][CH2:14]3)=[N:9][CH:8]=[N:7][C:6]=2[CH:5]=1)(=[O:3])[NH2:2].C(O)(C(F)(F)F)=O.C(Cl)Cl. Given the product [C:1]([C:4]1[S:12][C:11]2[C:10]([N:13]3[CH2:18][CH2:17][CH:16]([CH2:19][CH2:20][NH:21][C:22]([C:24]4[S:28][C:27]([C:29]([OH:31])=[O:30])=[CH:26][CH:25]=4)=[O:23])[CH2:15][CH2:14]3)=[N:9][CH:8]=[N:7][C:6]=2[CH:5]=1)(=[O:3])[NH2:2], predict the reactants needed to synthesize it. (4) The reactants are: C([O:3][C:4]([C:6]1([C:9]2[CH:14]=[CH:13][C:12]([C:15]3[CH:20]=[CH:19][C:18]([C:21]4[S:22][C:23]([F:40])=[CH:24][C:25]=4[NH:26][C:27]([O:29][CH:30]([C:32]4[CH:37]=[C:36]([F:38])[CH:35]=[CH:34][C:33]=4[CH3:39])[CH3:31])=[O:28])=[CH:17][C:16]=3[O:41][CH3:42])=[CH:11][CH:10]=2)[CH2:8][CH2:7]1)=[O:5])C.[OH-].[Na+].Cl. Given the product [F:40][C:23]1[S:22][C:21]([C:18]2[CH:19]=[CH:20][C:15]([C:12]3[CH:13]=[CH:14][C:9]([C:6]4([C:4]([OH:5])=[O:3])[CH2:8][CH2:7]4)=[CH:10][CH:11]=3)=[C:16]([O:41][CH3:42])[CH:17]=2)=[C:25]([NH:26][C:27]([O:29][CH:30]([C:32]2[CH:37]=[C:36]([F:38])[CH:35]=[CH:34][C:33]=2[CH3:39])[CH3:31])=[O:28])[CH:24]=1, predict the reactants needed to synthesize it. (5) Given the product [CH3:1][C:2]1[C:6]([C:7]2[CH:12]=[CH:11][CH:10]=[CH:9][CH:8]=2)=[C:5]2[NH:13][C:14](=[O:20])[CH2:15][C:16](=[O:17])[N:4]2[N:3]=1, predict the reactants needed to synthesize it. The reactants are: [CH3:1][C:2]1[C:6]([C:7]2[CH:12]=[CH:11][CH:10]=[CH:9][CH:8]=2)=[C:5]([NH2:13])[NH:4][N:3]=1.[C:14](OC)(=[O:20])[CH2:15][C:16](OC)=[O:17].